This data is from Retrosynthesis with 50K atom-mapped reactions and 10 reaction types from USPTO. The task is: Predict the reactants needed to synthesize the given product. (1) Given the product CC(C)(CO)NC(=O)c1cc2cc(Nc3ncc(F)c(Nc4cccc(O)c4)n3)ccc2o1, predict the reactants needed to synthesize it. The reactants are: CC(C)(N)CO.COC(=O)c1cc2cc(Nc3ncc(F)c(Nc4cccc(O)c4)n3)ccc2o1. (2) Given the product CCOC(=O)CCc1ccc(OCCO[Si](c2ccccc2)(c2ccccc2)C(C)(C)C)cc1Oc1ncc(C(F)(F)F)cc1Cl, predict the reactants needed to synthesize it. The reactants are: CCOC(=O)/C=C/c1ccc(OCCO[Si](c2ccccc2)(c2ccccc2)C(C)(C)C)cc1Oc1ncc(C(F)(F)F)cc1Cl. (3) Given the product CCN(CCCCOC(=O)c1cc(OC)c(OC)c(OC)c1)C1CCc2cc(OC)ccc2C1, predict the reactants needed to synthesize it. The reactants are: CCNC1CCc2cc(OC)ccc2C1.COc1cc(C(=O)OCCCCI)cc(OC)c1OC. (4) Given the product CCc1ccc(CC(NC(=O)N2CCC(N3Cc4ccccc4NC3=O)CC2)C(=O)N2CCC(N3CCN(C)CC3)CC2)cc1CC, predict the reactants needed to synthesize it. The reactants are: CCc1ccc(CC(NC(=O)N2CCC(N3Cc4ccccc4NC3=O)CC2)C(=O)O)cc1CC.CN1CCN(C2CCNCC2)CC1. (5) Given the product CCOc1ccc2c(Cc3cc(OC)c(OC)c(OC)c3)cncc2c1N(C)C, predict the reactants needed to synthesize it. The reactants are: CCOc1ccc2c(Cc3cc(OC)c(OC)c(OC)c3)cncc2c1OS(=O)(=O)C(F)(F)F.CNC. (6) Given the product Cc1c2c(n(-c3ccccc3Cl)c1-c1ccc(O)cc1)CCN(N1CCCCC1)C2=O, predict the reactants needed to synthesize it. The reactants are: Cc1c2c(n(-c3ccccc3Cl)c1Br)CCN(N1CCCCC1)C2=O.OB(O)c1ccc(O)cc1. (7) Given the product Cc1cc([N+](=O)[O-])c(NCCO)c([N+](=O)[O-])c1, predict the reactants needed to synthesize it. The reactants are: Cc1cc([N+](=O)[O-])c(Cl)c([N+](=O)[O-])c1.NCCO. (8) The reactants are: CC(C)(C)N1CCN(CC2CCNCC2)CC1.O=C(O)CC(c1ccccc1)c1ccccc1. Given the product CC(C)(C)N1CCN(CC2CCN(C(=O)CC(c3ccccc3)c3ccccc3)CC2)CC1, predict the reactants needed to synthesize it.